Dataset: Full USPTO retrosynthesis dataset with 1.9M reactions from patents (1976-2016). Task: Predict the reactants needed to synthesize the given product. (1) Given the product [F:1][C:2]1[CH:3]=[CH:4][C:5]2=[C:6]([CH:36]=1)[O:7][CH2:8][C:9]1[C:34]([F:35])=[CH:33][CH:32]=[CH:31][C:10]=1/[C:11]/2=[CH:12]\[C:13]1[CH:18]=[CH:17][C:16]2[N:19]([C@@H:20]3[CH2:25][CH2:24][N:23]([CH3:26])[CH2:22][C@H:21]3[OH:27])/[C:57](=[N:58]/[C:59]#[N:60])/[NH:28][C:15]=2[CH:14]=1, predict the reactants needed to synthesize it. The reactants are: [F:1][C:2]1[CH:3]=[CH:4][C:5]2=[C:6]([CH:36]=1)[O:7][CH2:8][C:9]1[C:34]([F:35])=[CH:33][CH:32]=[CH:31][C:10]=1/[C:11]/2=[CH:12]\[C:13]1[CH:18]=[CH:17][C:16]([NH:19][C@@H:20]2[CH2:25][CH2:24][N:23]([CH3:26])[CH2:22][C@H:21]2[OH:27])=[C:15]([N+:28]([O-])=O)[CH:14]=1.C(N(CC)CC)C.N1C=CC=CC=1.C1C=CC(O[C:57](OC2C=CC=CC=2)=[N:58][C:59]#[N:60])=CC=1. (2) The reactants are: [CH3:1][C:2]1[CH:6]=[C:5]([CH2:7][N:8]2[C:17]3[C:12](=[CH:13][CH:14]=[CH:15][CH:16]=3)[N:11]=[C:10]([C:18]([O:20]CC)=[O:19])[C:9]2=[O:23])[O:4][N:3]=1.O.[OH-].[Li+]. Given the product [CH3:1][C:2]1[CH:6]=[C:5]([CH2:7][N:8]2[C:17]3[C:12](=[CH:13][CH:14]=[CH:15][CH:16]=3)[N:11]=[C:10]([C:18]([OH:20])=[O:19])[C:9]2=[O:23])[O:4][N:3]=1, predict the reactants needed to synthesize it. (3) Given the product [N:9]1([CH2:8][C:7]2[CH:6]=[CH:5][C:4]([NH2:1])=[CH:15][CH:14]=2)[CH2:13][CH2:12][CH2:11][CH2:10]1, predict the reactants needed to synthesize it. The reactants are: [N+:1]([C:4]1[CH:15]=[CH:14][C:7]([CH2:8][N:9]2[CH2:13][CH2:12][CH2:11][CH2:10]2)=[CH:6][CH:5]=1)([O-])=O.[H][H]. (4) Given the product [C:1]([C@@H:5]1[CH2:10][O:9][CH2:8][O:7][C@@H:6]1[O:11][CH3:12])([CH3:4])([CH3:2])[CH3:3].[NH2:13][CH2:16][CH2:17][CH2:18][CH2:19][CH2:20][CH2:21][C:22]([O-:24])=[O:23], predict the reactants needed to synthesize it. The reactants are: [C:1]([C@@H:5]1[CH2:10][O:9][CH2:8][O:7][C@@H:6]1[O:11][CH3:12])([CH3:4])([CH3:3])[CH3:2].[N+:13]([CH2:16][CH2:17][CH2:18][CH2:19][CH2:20][CH2:21][C:22]([O-:24])=[O:23])([O-])=O.CO.N. (5) Given the product [Cl:1][C:2]1[CH:3]=[C:4]([C:22]#[CH:23])[CH:5]=[C:6]2[C:11]=1[O:10][CH:9]([C:12]([F:15])([F:14])[F:13])[C:8]([C:16]([O:18][CH2:19][CH3:20])=[O:17])=[CH:7]2, predict the reactants needed to synthesize it. The reactants are: [Cl:1][C:2]1[CH:3]=[C:4](I)[CH:5]=[C:6]2[C:11]=1[O:10][CH:9]([C:12]([F:15])([F:14])[F:13])[C:8]([C:16]([O:18][CH2:19][CH3:20])=[O:17])=[CH:7]2.[CH2:22]([Sn](CCCC)(CCCC)C#C)[CH2:23]CC. (6) Given the product [CH2:1]([N:3]1[C:7]2=[N:8][CH:9]=[C:10]([C:19]([NH:22][C@@H:23]([CH2:26][C:27]3[CH:32]=[CH:31][CH:30]=[CH:29][CH:28]=3)[CH2:24][OH:25])=[O:21])[C:11]([NH:12][CH:13]3[CH2:14][CH2:15][O:16][CH2:17][CH2:18]3)=[C:6]2[CH:5]=[N:4]1)[CH3:2], predict the reactants needed to synthesize it. The reactants are: [CH2:1]([N:3]1[C:7]2=[N:8][CH:9]=[C:10]([C:19]([OH:21])=O)[C:11]([NH:12][CH:13]3[CH2:18][CH2:17][O:16][CH2:15][CH2:14]3)=[C:6]2[CH:5]=[N:4]1)[CH3:2].[NH2:22][C@@H:23]([CH2:26][C:27]1[CH:32]=[CH:31][CH:30]=[CH:29][CH:28]=1)[CH2:24][OH:25].C(N1C2=NC=C(C(N[C@H](C3C=CC=CC=3)CO)=O)C(NC3CCOCC3)=C2C=N1)C. (7) The reactants are: [C:1](OC(=O)C)(=[O:3])C.C(O)=O.[Br:11][C:12]1[N:17]=[C:16]([CH2:18][NH:19][CH2:20][C:21]2[CH:26]=[CH:25][C:24]([O:27][CH3:28])=[CH:23][C:22]=2[O:29][CH3:30])[CH:15]=[CH:14][CH:13]=1. Given the product [Br:11][C:12]1[N:17]=[C:16]([CH2:18][N:19]([CH2:20][C:21]2[CH:26]=[CH:25][C:24]([O:27][CH3:28])=[CH:23][C:22]=2[O:29][CH3:30])[CH:1]=[O:3])[CH:15]=[CH:14][CH:13]=1, predict the reactants needed to synthesize it.